This data is from Full USPTO retrosynthesis dataset with 1.9M reactions from patents (1976-2016). The task is: Predict the reactants needed to synthesize the given product. (1) Given the product [CH2:1]([O:8][CH:9]1[CH2:14][CH2:13][CH2:12][CH2:11][CH:10]1[NH:15][C:16]([C:18]1[N:19]([CH2:24][C:25](=[O:41])[NH:26][CH:27]2[CH2:32][CH2:31][CH2:30][CH2:29][CH:28]2[O:33][CH2:34][C:35]2[CH:40]=[CH:39][CH:38]=[CH:37][CH:36]=2)[N:20]=[C:21]([NH:23][C:42](=[O:49])[C:43]2[CH:48]=[CH:47][CH:46]=[CH:45][CH:44]=2)[CH:22]=1)=[O:17])[C:2]1[CH:3]=[CH:4][CH:5]=[CH:6][CH:7]=1, predict the reactants needed to synthesize it. The reactants are: [CH2:1]([O:8][CH:9]1[CH2:14][CH2:13][CH2:12][CH2:11][CH:10]1[NH:15][C:16]([C:18]1[N:19]([CH2:24][C:25](=[O:41])[NH:26][CH:27]2[CH2:32][CH2:31][CH2:30][CH2:29][CH:28]2[O:33][CH2:34][C:35]2[CH:40]=[CH:39][CH:38]=[CH:37][CH:36]=2)[N:20]=[C:21]([NH2:23])[CH:22]=1)=[O:17])[C:2]1[CH:7]=[CH:6][CH:5]=[CH:4][CH:3]=1.[C:42](Cl)(=[O:49])[C:43]1[CH:48]=[CH:47][CH:46]=[CH:45][CH:44]=1. (2) Given the product [Cl:1][C:2]1[CH:7]=[CH:6][C:5]([C:8]2[N:9]=[N:10][C:11]([I:16])=[CH:12][CH:13]=2)=[CH:4][CH:3]=1, predict the reactants needed to synthesize it. The reactants are: [Cl:1][C:2]1[CH:7]=[CH:6][C:5]([C:8]2[N:9]=[N:10][C:11](Cl)=[CH:12][CH:13]=2)=[CH:4][CH:3]=1.[Na+].[I-:16].Cl.N.